Task: Predict the reactants needed to synthesize the given product.. Dataset: Full USPTO retrosynthesis dataset with 1.9M reactions from patents (1976-2016) (1) Given the product [CH2:8]([C:7]1[C:2]([N:1]([S:35]([CH2:28][C:27]2[CH:26]=[CH:31][CH:30]=[CH:29][CH:34]=2)(=[O:37])=[O:36])[S:35]([CH2:28][C:29]2[CH:34]=[CH:33][CH:32]=[CH:31][CH:30]=2)(=[O:37])=[O:36])=[N:3][CH:4]=[C:5]([C:15]2[CH:20]=[CH:19][CH:18]=[CH:17][CH:16]=2)[N:6]=1)[C:9]1[CH:14]=[CH:13][CH:12]=[CH:11][CH:10]=1, predict the reactants needed to synthesize it. The reactants are: [NH2:1][C:2]1[C:7]([CH2:8][C:9]2[CH:14]=[CH:13][CH:12]=[CH:11][CH:10]=2)=[N:6][C:5]([C:15]2[CH:20]=[CH:19][CH:18]=[CH:17][CH:16]=2)=[CH:4][N:3]=1.C(N([CH2:26][CH3:27])CC)C.[CH2:28]([S:35](Cl)(=[O:37])=[O:36])[C:29]1[CH:34]=[CH:33][CH:32]=[CH:31][CH:30]=1.Cl. (2) The reactants are: [CH:1]12[O:7][CH:6]1[CH2:5][CH2:4][N:3]([C:8]([O:10][C:11]([CH3:14])([CH3:13])[CH3:12])=[O:9])[CH2:2]2.[CH2:15]([NH2:22])[C:16]1[CH:21]=[CH:20][CH:19]=[CH:18][CH:17]=1. Given the product [C:11]([O:10][C:8]([N:3]1[CH2:4][CH2:5][CH:6]([NH:22][CH2:15][C:16]2[CH:21]=[CH:20][CH:19]=[CH:18][CH:17]=2)[CH:1]([OH:7])[CH2:2]1)=[O:9])([CH3:14])([CH3:13])[CH3:12].[C:11]([O:10][C:8]([N:3]1[CH2:4][CH2:5][CH:6]([OH:7])[CH:1]([NH:22][CH2:15][C:16]2[CH:21]=[CH:20][CH:19]=[CH:18][CH:17]=2)[CH2:2]1)=[O:9])([CH3:14])([CH3:13])[CH3:12], predict the reactants needed to synthesize it. (3) Given the product [Cl:25][C:16]1[C:15]([O:14][C@@H:11]2[CH2:10][CH2:9][C@H:8]([NH2:7])[CH2:13][CH2:12]2)=[CH:24][CH:23]=[C:22]2[C:17]=1[CH:18]=[CH:19][N:20]=[CH:21]2, predict the reactants needed to synthesize it. The reactants are: C(OC(=O)[NH:7][C@H:8]1[CH2:13][CH2:12][C@@H:11]([O:14][C:15]2[C:16]([Cl:25])=[C:17]3[C:22](=[CH:23][CH:24]=2)[CH:21]=[N:20][CH:19]=[CH:18]3)[CH2:10][CH2:9]1)(C)(C)C. (4) Given the product [F:22][C:15]1[CH:14]=[C:13]2[C:18]([C:19](=[O:21])[CH:20]=[C:11]([C:9]([NH:8][CH:5]3[CH2:4][CH2:3][N:2]([CH2:24][C:25]4[CH:30]=[CH:29][C:28]([CH2:31][C:32]([O:34][CH2:41][CH3:42])=[O:33])=[CH:27][CH:26]=4)[CH2:7][CH2:6]3)=[O:10])[O:12]2)=[CH:17][CH:16]=1, predict the reactants needed to synthesize it. The reactants are: Cl.[NH:2]1[CH2:7][CH2:6][CH:5]([NH:8][C:9]([C:11]2[O:12][C:13]3[C:18]([C:19](=[O:21])[CH:20]=2)=[CH:17][CH:16]=[C:15]([F:22])[CH:14]=3)=[O:10])[CH2:4][CH2:3]1.Br[CH2:24][C:25]1[CH:30]=[CH:29][C:28]([CH2:31][C:32]([OH:34])=[O:33])=[CH:27][CH:26]=1.C([O-])([O-])=O.[K+].[K+].[CH3:41][CH2:42]O. (5) Given the product [CH2:1]([O:3][C:4](=[O:27])[CH2:5][CH2:6][C:7]1[CH:8]=[CH:9][C:10]([N:13]2[CH2:14][CH2:15][CH:16]([NH:19][C:20]([O:22][C:23]([CH3:26])([CH3:25])[CH3:24])=[O:21])[CH2:17][CH2:18]2)=[CH:11][CH:12]=1)[CH3:2], predict the reactants needed to synthesize it. The reactants are: [CH2:1]([O:3][C:4](=[O:27])[CH:5]=[CH:6][C:7]1[CH:12]=[CH:11][C:10]([N:13]2[CH2:18][CH2:17][CH:16]([NH:19][C:20]([O:22][C:23]([CH3:26])([CH3:25])[CH3:24])=[O:21])[CH2:15][CH2:14]2)=[CH:9][CH:8]=1)[CH3:2].[H][H]. (6) Given the product [NH2:5][C@H:9]1[CH2:14][CH2:13][N:12]([CH2:15][CH:16]2[C:25]3[C:20]4=[C:21]([CH:27]=[CH:28][C:29](=[O:30])[N:19]4[CH2:18][CH2:17]2)[CH:22]=[CH:23][C:24]=3[F:26])[CH2:11][C@H:10]1[OH:31], predict the reactants needed to synthesize it. The reactants are: CC([N:5]([C@H:9]1[CH2:14][CH2:13][N:12]([CH2:15][CH:16]2[C:25]3[C:20]4=[C:21]([CH:27]=[CH:28][C:29](=[O:30])[N:19]4[CH2:18][CH2:17]2)[CH:22]=[CH:23][C:24]=3[F:26])[CH2:11][C@H:10]1[OH:31])C(=O)[O-])(C)C.FC(F)(F)C(O)=O.